From a dataset of Reaction yield outcomes from USPTO patents with 853,638 reactions. Predict the reaction yield, written as a fraction of the theoretical maximum amount of product (1.0 means a 100% yield; for example, 0.34 means a 34% yield). (1) The reactants are [CH2:1]([C@@H:8]1[NH:13][CH2:12][CH2:11][N:10]([C:14]2[CH:19]=[CH:18][C:17]([O:20][CH:21]([F:23])[F:22])=[C:16]([O:24][CH:25]([F:27])[F:26])[CH:15]=2)[CH2:9]1)[C:2]1[CH:7]=[CH:6][CH:5]=[CH:4][CH:3]=1.[NH:28]1[CH:32]=[C:31]([CH2:33][C:34](O)=[O:35])[N:30]=[CH:29]1. No catalyst specified. The product is [CH2:1]([C@H:8]1[CH2:9][N:10]([C:14]2[CH:19]=[CH:18][C:17]([O:20][CH:21]([F:22])[F:23])=[C:16]([O:24][CH:25]([F:27])[F:26])[CH:15]=2)[CH2:11][CH2:12][N:13]1[C:34](=[O:35])[CH2:33][C:31]1[NH:30][CH:29]=[N:28][CH:32]=1)[C:2]1[CH:3]=[CH:4][CH:5]=[CH:6][CH:7]=1. The yield is 0.450. (2) The reactants are [CH3:1][O:2][C:3](=[O:23])[C:4]1[CH:9]=[C:8]([N+:10]([O-])=O)[C:7]([NH2:13])=[C:6]([F:14])[C:5]=1[NH:15][C:16]1[CH:21]=[CH:20][CH:19]=[CH:18][C:17]=1[Cl:22]. The catalyst is CC(O)=O.C(OCC)(=O)C.[Zn]. The product is [CH3:1][O:2][C:3](=[O:23])[C:4]1[CH:9]=[C:8]([NH2:10])[C:7]([NH2:13])=[C:6]([F:14])[C:5]=1[NH:15][C:16]1[CH:21]=[CH:20][CH:19]=[CH:18][C:17]=1[Cl:22]. The yield is 0.480. (3) The yield is 0.770. The catalyst is CN(C=O)C. The reactants are [Cl:1][C:2]1[CH:3]=[C:4]([C:8]2[O:12][N:11]=[C:10]([C@H:13]([OH:15])[CH3:14])[CH:9]=2)[CH:5]=[CH:6][CH:7]=1.[CH3:16][N:17]1[C:21](S(C)(=O)=O)=[N:20][N:19]=[C:18]1[C:26]1[CH:27]=[N:28][CH:29]=[CH:30][CH:31]=1.C(=O)([O-])[O-].[Cs+].[Cs+].O. The product is [Cl:1][C:2]1[CH:3]=[C:4]([C:8]2[O:12][N:11]=[C:10]([C@H:13]([O:15][C:21]3[N:17]([CH3:16])[C:18]([C:26]4[CH:27]=[N:28][CH:29]=[CH:30][CH:31]=4)=[N:19][N:20]=3)[CH3:14])[CH:9]=2)[CH:5]=[CH:6][CH:7]=1. (4) The reactants are P(Cl)(Cl)(Cl)=O.[Cl:6][C:7]1[CH:12]=[N:11][CH:10]=[C:9]([N:13]2[CH2:17][CH2:16][CH2:15][CH:14]2[CH2:18][O:19][CH3:20])[N:8]=1.O.CN([CH:25]=[O:26])C. No catalyst specified. The product is [Cl:6][C:7]1[C:12]([CH:25]=[O:26])=[N:11][CH:10]=[C:9]([N:13]2[CH2:17][CH2:16][CH2:15][CH:14]2[CH2:18][O:19][CH3:20])[N:8]=1. The yield is 0.640. (5) The product is [Cl:1][C:2]1[CH:3]=[C:4]([CH:8]([OH:9])[CH2:10][O:11][C:12]2[CH:19]=[CH:18][C:15]([CH:16]=[O:17])=[CH:14][CH:13]=2)[CH:5]=[CH:6][CH:7]=1. The catalyst is C1(C)C=CC=CC=1. The yield is 0.100. The reactants are [Cl:1][C:2]1[CH:3]=[C:4]([CH:8]2[CH2:10][O:9]2)[CH:5]=[CH:6][CH:7]=1.[OH:11][C:12]1[CH:19]=[CH:18][C:15]([CH:16]=[O:17])=[CH:14][CH:13]=1.[OH-].[Na+].